From a dataset of Full USPTO retrosynthesis dataset with 1.9M reactions from patents (1976-2016). Predict the reactants needed to synthesize the given product. (1) Given the product [C:1]([N:5]1[C:9]([C:10]2[CH:15]=[CH:14][CH:13]=[CH:12][CH:11]=2)=[CH:8][C:7]([CH2:16][CH2:17][CH2:18][N:31]2[CH2:32][CH2:33][N:28]([C:25]3[CH:24]=[CH:23][C:22]([O:21][CH3:20])=[CH:27][CH:26]=3)[CH2:29][CH2:30]2)=[N:6]1)([CH3:4])([CH3:3])[CH3:2], predict the reactants needed to synthesize it. The reactants are: [C:1]([N:5]1[C:9]([C:10]2[CH:15]=[CH:14][CH:13]=[CH:12][CH:11]=2)=[CH:8][C:7]([CH2:16][CH2:17][CH:18]=O)=[N:6]1)([CH3:4])([CH3:3])[CH3:2].[CH3:20][O:21][C:22]1[CH:27]=[CH:26][C:25]([N:28]2[CH2:33][CH2:32][NH:31][CH2:30][CH2:29]2)=[CH:24][CH:23]=1.CCN(C(C)C)C(C)C.[BH-](OC(C)=O)(OC(C)=O)OC(C)=O.[Na+]. (2) Given the product [F:17][C@@H:13]([C@H:12]1[CH2:11][O:10][C:9](=[O:16])[N:8]1[C:6]1[CH:5]=[CH:4][N:3]=[C:2]([F:1])[N:7]=1)[CH3:14], predict the reactants needed to synthesize it. The reactants are: [F:1][C:2]1[N:7]=[C:6]([N:8]2[C@@H:12]([C@@H:13](O)[CH3:14])[CH2:11][O:10][C:9]2=[O:16])[CH:5]=[CH:4][N:3]=1.[F:17]C(F)(S(F)(=O)=O)C(F)(F)C(F)(F)C(F)(F)F.F.F.F.C(N(CC)CC)C.C(N(CC)CC)C.